Dataset: Forward reaction prediction with 1.9M reactions from USPTO patents (1976-2016). Task: Predict the product of the given reaction. Given the reactants Br[C:2]1[CH:7]=[C:6]([CH2:8][S:9]([CH2:12][CH3:13])(=[O:11])=[O:10])[CH:5]=[CH:4][C:3]=1[O:14][C:15]1[CH:20]=[CH:19][C:18]([F:21])=[CH:17][C:16]=1[F:22].[B:23]1([B:23]2[O:27][C:26]([CH3:29])([CH3:28])[C:25]([CH3:31])([CH3:30])[O:24]2)[O:27][C:26]([CH3:29])([CH3:28])[C:25]([CH3:31])([CH3:30])[O:24]1.CC([O-])=O.[K+], predict the reaction product. The product is: [F:22][C:16]1[CH:17]=[C:18]([F:21])[CH:19]=[CH:20][C:15]=1[O:14][C:3]1[CH:4]=[CH:5][C:6]([CH2:8][S:9]([CH2:12][CH3:13])(=[O:11])=[O:10])=[CH:7][C:2]=1[B:23]1[O:27][C:26]([CH3:29])([CH3:28])[C:25]([CH3:31])([CH3:30])[O:24]1.